This data is from Retrosynthesis with 50K atom-mapped reactions and 10 reaction types from USPTO. The task is: Predict the reactants needed to synthesize the given product. (1) The reactants are: Cc1ccccc1C(N)C1CC1.O=C(O)c1ccc2[nH]nc(-c3ccc(N4CCOCC4)cc3)c2c1. Given the product Cc1ccccc1C(NC(=O)c1ccc2[nH]nc(-c3ccc(N4CCOCC4)cc3)c2c1)C1CC1, predict the reactants needed to synthesize it. (2) Given the product C#Cc1ccc(-c2nn(C)cc2-c2ccncn2)cc1, predict the reactants needed to synthesize it. The reactants are: Cn1cc(-c2ccncn2)c(-c2ccc(C#C[Si](C)(C)C)cc2)n1. (3) Given the product CN1CCN(C(=O)/C=C2/c3ccccc3N(C(=O)c3cnn(-c4ccccc4)c3C(F)(F)F)CCC2(F)F)CC1, predict the reactants needed to synthesize it. The reactants are: CN1CCNCC1.O=C(O)/C=C1/c2ccccc2N(C(=O)c2cnn(-c3ccccc3)c2C(F)(F)F)CCC1(F)F. (4) The reactants are: CC(C)(C)OC(=O)N1CCN(c2ncc(OCc3cnc(Cl)nc3)cn2)CC1.N. Given the product CC(C)(C)OC(=O)N1CCN(c2ncc(OCc3cnc(N)nc3)cn2)CC1, predict the reactants needed to synthesize it.